Dataset: Forward reaction prediction with 1.9M reactions from USPTO patents (1976-2016). Task: Predict the product of the given reaction. (1) The product is: [F:1][C:2]1[CH:7]=[CH:6][C:5]([C:8]2[N:13]=[C:12]3[N:14]([CH2:17][C:18]4[CH:23]=[CH:22][C:21]([OH:24])=[CH:20][CH:19]=4)[CH:15]=[N:16][C:11]3=[N:10][CH:9]=2)=[CH:4][CH:3]=1. Given the reactants [F:1][C:2]1[CH:7]=[CH:6][C:5]([C:8]2[N:13]=[C:12]3[N:14]([CH2:17][C:18]4[CH:23]=[CH:22][C:21]([O:24]C)=[CH:20][CH:19]=4)[CH:15]=[N:16][C:11]3=[N:10][CH:9]=2)=[CH:4][CH:3]=1.B(Br)(Br)Br, predict the reaction product. (2) Given the reactants C(=O)[C:2]1[CH:7]=[CH:6][CH:5]=[CH:4][CH:3]=1.[CH:9]([O:16][CH2:17][CH3:18])([O:13][CH2:14][CH3:15])OCC.Cl.C(OCC)C, predict the reaction product. The product is: [CH2:17]([O:16][CH:9]([O:13][CH2:14][CH3:15])[C:2]1[CH:7]=[CH:6][CH:5]=[CH:4][CH:3]=1)[CH3:18].